From a dataset of Forward reaction prediction with 1.9M reactions from USPTO patents (1976-2016). Predict the product of the given reaction. Given the reactants [OH:1][N:2]=[C:3]1[C:15]2[CH:14]=[CH:13][C:12]([O:16][CH3:17])=[CH:11][C:10]=2[C:9]2[C:4]1=[CH:5][CH:6]=[C:7]([O:18][CH3:19])[CH:8]=2.C(N(CC)CC)C.[CH2:27]([C:39]1[CH:44]=[CH:43][C:42]([S:45](Cl)(=[O:47])=[O:46])=[CH:41][CH:40]=1)[CH2:28][CH2:29][CH2:30][CH2:31][CH2:32][CH2:33][CH2:34][CH2:35][CH2:36][CH2:37][CH3:38], predict the reaction product. The product is: [CH2:27]([C:39]1[CH:40]=[CH:41][C:42]([S:45]([O:1][N:2]=[C:3]2[C:4]3[CH:5]=[CH:6][C:7]([O:18][CH3:19])=[CH:8][C:9]=3[C:10]3[C:15]2=[CH:14][CH:13]=[C:12]([O:16][CH3:17])[CH:11]=3)(=[O:47])=[O:46])=[CH:43][CH:44]=1)[CH2:28][CH2:29][CH2:30][CH2:31][CH2:32][CH2:33][CH2:34][CH2:35][CH2:36][CH2:37][CH3:38].